From a dataset of Forward reaction prediction with 1.9M reactions from USPTO patents (1976-2016). Predict the product of the given reaction. (1) Given the reactants [S:1]1[CH:5]=[CH:4][N:3]=[C:2]1[C:6]1[CH:14]=[CH:13][C:9]([C:10]([OH:12])=O)=[CH:8][CH:7]=1.Cl.Cl.[NH2:17][C@@H:18]([CH2:32][C:33]1[CH:38]=[C:37]([F:39])[CH:36]=[C:35]([F:40])[CH:34]=1)[C@H:19]([OH:31])[CH2:20][NH:21][CH2:22][C:23]1[CH:28]=[CH:27][CH:26]=[C:25]([CH2:29][CH3:30])[CH:24]=1.CN(C(ON1N=NC2C=CC=NC1=2)=[N+](C)C)C.F[P-](F)(F)(F)(F)F.C(N(CC)C(C)C)(C)C, predict the reaction product. The product is: [F:39][C:37]1[CH:38]=[C:33]([CH:34]=[C:35]([F:40])[CH:36]=1)[CH2:32][C@H:18]([NH:17][C:10](=[O:12])[C:9]1[CH:8]=[CH:7][C:6]([C:2]2[S:1][CH:5]=[CH:4][N:3]=2)=[CH:14][CH:13]=1)[C@H:19]([OH:31])[CH2:20][NH:21][CH2:22][C:23]1[CH:28]=[CH:27][CH:26]=[C:25]([CH2:29][CH3:30])[CH:24]=1. (2) Given the reactants [CH2:1]([O:3][C:4](=[O:31])/[CH:5]=[CH:6]/[CH:7]=[CH:8]/[CH:9]1[CH2:14][CH2:13][N:12]([S:15]([C:18]2([C:24]([O:26][C:27]([CH3:30])([CH3:29])[CH3:28])=[O:25])[CH2:23][CH2:22][O:21][CH2:20][CH2:19]2)(=[O:17])=[O:16])[CH2:11][CH2:10]1)[CH3:2], predict the reaction product. The product is: [CH2:1]([O:3][C:4](=[O:31])[CH2:5][CH2:6][CH2:7][CH2:8][CH:9]1[CH2:14][CH2:13][N:12]([S:15]([C:18]2([C:24]([O:26][C:27]([CH3:30])([CH3:29])[CH3:28])=[O:25])[CH2:19][CH2:20][O:21][CH2:22][CH2:23]2)(=[O:17])=[O:16])[CH2:11][CH2:10]1)[CH3:2]. (3) Given the reactants [Cl:1][C:2]1[C:3]([F:28])=[C:4]([CH:8]2[C:12]([C:15]3[CH:20]=[CH:19][C:18]([Cl:21])=[CH:17][C:16]=3[F:22])([C:13]#[N:14])[CH:11]([CH2:23][C:24]([CH3:27])([CH3:26])[CH3:25])[CH2:10][NH:9]2)[CH:5]=[CH:6][CH:7]=1.[CH2:29]([O:31][C:32](=[O:46])[C:33]1[CH:38]=[CH:37][C:36]([CH2:39][C:40](O)=[O:41])=[CH:35][C:34]=1[O:43][CH2:44][CH3:45])[CH3:30].CN(C(ON1N=NC2C=CC=NC1=2)=[N+](C)C)C.F[P-](F)(F)(F)(F)F.CCN(C(C)C)C(C)C, predict the reaction product. The product is: [CH2:29]([O:31][C:32](=[O:46])[C:33]1[CH:38]=[CH:37][C:36]([CH2:39][C:40]([N:9]2[CH2:10][C@@H:11]([CH2:23][C:24]([CH3:25])([CH3:27])[CH3:26])[C@@:12]([C:15]3[CH:20]=[CH:19][C:18]([Cl:21])=[CH:17][C:16]=3[F:22])([C:13]#[N:14])[C@H:8]2[C:4]2[CH:5]=[CH:6][CH:7]=[C:2]([Cl:1])[C:3]=2[F:28])=[O:41])=[CH:35][C:34]=1[O:43][CH2:44][CH3:45])[CH3:30]. (4) Given the reactants [CH2:1]([O:5][C:6]1[CH:11]=[CH:10][C:9]([S:12]([CH:14]([CH:19]2[CH2:24][CH2:23][CH2:22][CH2:21][CH2:20]2)[C:15]([NH:17][OH:18])=[O:16])=[O:13])=[CH:8][CH:7]=1)[C:2]#[C:3][CH3:4].[OH:25]OS([O-])=O.[K+], predict the reaction product. The product is: [CH2:1]([O:5][C:6]1[CH:7]=[CH:8][C:9]([S:12]([CH:14]([CH:19]2[CH2:24][CH2:23][CH2:22][CH2:21][CH2:20]2)[C:15]([NH:17][OH:18])=[O:16])(=[O:25])=[O:13])=[CH:10][CH:11]=1)[C:2]#[C:3][CH3:4].